This data is from Reaction yield outcomes from USPTO patents with 853,638 reactions. The task is: Predict the reaction yield, written as a fraction of the theoretical maximum amount of product (1.0 means a 100% yield; for example, 0.34 means a 34% yield). (1) The reactants are [CH3:1][S:2](Cl)(=[O:4])=[O:3].[NH2:6][C:7]1[CH:8]=[C:9]2[C:25](=[O:26])[NH:24][N:23]=[CH:22][C:11]3=[C:12]([C:16]4[CH:21]=[CH:20][CH:19]=[CH:18][CH:17]=4)[NH:13][C:14]([CH:15]=1)=[C:10]23. The catalyst is C(Cl)Cl.N1C=CC=CC=1. The product is [O:26]=[C:25]1[C:9]2[C:10]3[C:11](=[C:12]([C:16]4[CH:21]=[CH:20][CH:19]=[CH:18][CH:17]=4)[NH:13][C:14]=3[CH:15]=[C:7]([NH:6][S:2]([CH3:1])(=[O:4])=[O:3])[CH:8]=2)[CH:22]=[N:23][NH:24]1. The yield is 0.300. (2) The reactants are [NH:1]1[C:9]2[C:4](=[CH:5][C:6]([O:10][C:11]3[C:20]4[C:15](=[CH:16][C:17]([O:23][CH2:24][CH2:25][CH2:26][N:27]5[CH2:32][CH2:31][NH:30][CH2:29][CH2:28]5)=[C:18]([O:21][CH3:22])[CH:19]=4)[N:14]=[CH:13][N:12]=3)=[CH:7][N:8]=2)[CH:3]=[CH:2]1.ClC(Cl)(Cl)[C:35]([N:37]=C=O)=[O:36]. The catalyst is N1C=CC=CC=1. The product is [NH:1]1[C:9]2[C:4](=[CH:5][C:6]([O:10][C:11]3[C:20]4[C:15](=[CH:16][C:17]([O:23][CH2:24][CH2:25][CH2:26][N:27]5[CH2:32][CH2:31][N:30]([C:35](=[O:36])[NH2:37])[CH2:29][CH2:28]5)=[C:18]([O:21][CH3:22])[CH:19]=4)[N:14]=[CH:13][N:12]=3)=[CH:7][N:8]=2)[CH:3]=[CH:2]1. The yield is 0.430. (3) The reactants are [N:1]1[CH:6]=[C:5](/[CH:7]=[CH:8]/[C:9]([O:11][CH3:12])=[O:10])[CH:4]=[N:3][CH:2]=1. The catalyst is CO.[Pd]. The product is [N:1]1[CH:6]=[C:5]([CH2:7][CH2:8][C:9]([O:11][CH3:12])=[O:10])[CH:4]=[N:3][CH:2]=1. The yield is 0.556. (4) The reactants are [Br:1]Br.[NH2:3][C:4]1[CH:11]=[CH:10][C:7]([C:8]#[N:9])=[CH:6][N:5]=1. The catalyst is CC(O)=O. The product is [NH2:3][C:4]1[C:11]([Br:1])=[CH:10][C:7]([C:8]#[N:9])=[CH:6][N:5]=1. The yield is 0.490. (5) The reactants are [Cl:1][C:2]1[CH:3]=[C:4]([CH:22]=[CH:23][C:24]=1[Cl:25])[CH2:5][C:6]1[C:11](=[O:12])[NH:10][C:9]([CH2:13]C(OC)=O)=[N:8][C:7]=1[C:18]([F:21])([F:20])[F:19].[OH-].[Li+].Cl. The catalyst is C1COCC1. The product is [Cl:1][C:2]1[CH:3]=[C:4]([CH:22]=[CH:23][C:24]=1[Cl:25])[CH2:5][C:6]1[C:11](=[O:12])[NH:10][C:9]([CH3:13])=[N:8][C:7]=1[C:18]([F:21])([F:20])[F:19]. The yield is 0.410. (6) The reactants are [NH2:1][C:2]1[CH:7]=[C:6]([F:8])[C:5]([F:9])=[CH:4][C:3]=1[NH2:10].[C:11]([O:15][C:16](O[C:16]([O:15][C:11]([CH3:14])([CH3:13])[CH3:12])=[O:17])=[O:17])([CH3:14])([CH3:13])[CH3:12]. The catalyst is C(O)C.II. The product is [C:11]([O:15][C:16](=[O:17])[NH:1][C:2]1[CH:7]=[C:6]([F:8])[C:5]([F:9])=[CH:4][C:3]=1[NH2:10])([CH3:14])([CH3:13])[CH3:12]. The yield is 0.740. (7) The reactants are [Cl:1][C:2]1[CH:7]=[CH:6][C:5]([CH2:8][CH:9]2[CH:13]([C:14]3[CH:19]=[CH:18][C:17]([F:20])=[CH:16][CH:15]=3)[O:12]C(=O)[NH:10]2)=[CH:4][C:3]=1[O:22][C:23]([F:28])([F:27])[CH:24]([F:26])[F:25].[OH-].[Na+]. The catalyst is C(O)C. The product is [NH2:10][CH:9]([CH2:8][C:5]1[CH:6]=[CH:7][C:2]([Cl:1])=[C:3]([O:22][C:23]([F:27])([F:28])[CH:24]([F:25])[F:26])[CH:4]=1)[CH:13]([C:14]1[CH:19]=[CH:18][C:17]([F:20])=[CH:16][CH:15]=1)[OH:12]. The yield is 0.880. (8) The reactants are [C:1]([C:4]1[S:12][C:11]2[C:10]([N:13]3[CH2:18][CH2:17][CH:16]([CH2:19][CH2:20][NH:21][C:22]([C:24]4[S:28][C:27]([C:29]([O:31]C(C)(C)C)=[O:30])=[CH:26][CH:25]=4)=[O:23])[CH2:15][CH2:14]3)=[N:9][CH:8]=[N:7][C:6]=2[CH:5]=1)(=[O:3])[NH2:2].C(O)(C(F)(F)F)=O.C(Cl)Cl. No catalyst specified. The product is [C:1]([C:4]1[S:12][C:11]2[C:10]([N:13]3[CH2:18][CH2:17][CH:16]([CH2:19][CH2:20][NH:21][C:22]([C:24]4[S:28][C:27]([C:29]([OH:31])=[O:30])=[CH:26][CH:25]=4)=[O:23])[CH2:15][CH2:14]3)=[N:9][CH:8]=[N:7][C:6]=2[CH:5]=1)(=[O:3])[NH2:2]. The yield is 0.710. (9) The reactants are [CH3:1][O:2][C:3]1[CH:4]=[N:5][C:6]2[C:7](=O)[NH:8][CH:9]=[CH:10][C:11]=2[CH:12]=1.P(Cl)(Cl)([Cl:16])=O. The catalyst is C(#N)C. The product is [Cl:16][C:7]1[N:8]=[CH:9][CH:10]=[C:11]2[C:6]=1[N:5]=[CH:4][C:3]([O:2][CH3:1])=[CH:12]2. The yield is 0.603.